This data is from NCI-60 drug combinations with 297,098 pairs across 59 cell lines. The task is: Regression. Given two drug SMILES strings and cell line genomic features, predict the synergy score measuring deviation from expected non-interaction effect. (1) Drug 1: CC1=C2C(C(=O)C3(C(CC4C(C3C(C(C2(C)C)(CC1OC(=O)C(C(C5=CC=CC=C5)NC(=O)C6=CC=CC=C6)O)O)OC(=O)C7=CC=CC=C7)(CO4)OC(=O)C)O)C)OC(=O)C. Drug 2: CC(C)(C#N)C1=CC(=CC(=C1)CN2C=NC=N2)C(C)(C)C#N. Cell line: SK-MEL-28. Synergy scores: CSS=3.54, Synergy_ZIP=-0.141, Synergy_Bliss=1.62, Synergy_Loewe=-0.773, Synergy_HSA=-0.513. (2) Drug 1: CNC(=O)C1=CC=CC=C1SC2=CC3=C(C=C2)C(=NN3)C=CC4=CC=CC=N4. Drug 2: CC1C(C(=O)NC(C(=O)N2CCCC2C(=O)N(CC(=O)N(C(C(=O)O1)C(C)C)C)C)C(C)C)NC(=O)C3=C4C(=C(C=C3)C)OC5=C(C(=O)C(=C(C5=N4)C(=O)NC6C(OC(=O)C(N(C(=O)CN(C(=O)C7CCCN7C(=O)C(NC6=O)C(C)C)C)C)C(C)C)C)N)C. Cell line: HCT116. Synergy scores: CSS=16.1, Synergy_ZIP=22.8, Synergy_Bliss=21.4, Synergy_Loewe=20.8, Synergy_HSA=20.3. (3) Drug 1: CC1=CC2C(CCC3(C2CCC3(C(=O)C)OC(=O)C)C)C4(C1=CC(=O)CC4)C. Drug 2: C1=CN(C(=O)N=C1N)C2C(C(C(O2)CO)O)O.Cl. Cell line: HCT-15. Synergy scores: CSS=18.3, Synergy_ZIP=2.54, Synergy_Bliss=3.20, Synergy_Loewe=-31.4, Synergy_HSA=1.95. (4) Drug 1: C1CCC(CC1)NC(=O)N(CCCl)N=O. Drug 2: CN(CCCl)CCCl.Cl. Cell line: NCI-H226. Synergy scores: CSS=9.54, Synergy_ZIP=-0.0577, Synergy_Bliss=3.69, Synergy_Loewe=-0.348, Synergy_HSA=1.05. (5) Drug 1: CC(C1=C(C=CC(=C1Cl)F)Cl)OC2=C(N=CC(=C2)C3=CN(N=C3)C4CCNCC4)N. Drug 2: C1C(C(OC1N2C=NC3=C(N=C(N=C32)Cl)N)CO)O. Cell line: HS 578T. Synergy scores: CSS=-0.504, Synergy_ZIP=3.01, Synergy_Bliss=3.45, Synergy_Loewe=-2.13, Synergy_HSA=-2.41. (6) Drug 1: C(=O)(N)NO. Drug 2: CC12CCC3C(C1CCC2OP(=O)(O)O)CCC4=C3C=CC(=C4)OC(=O)N(CCCl)CCCl.[Na+]. Cell line: MDA-MB-231. Synergy scores: CSS=-1.96, Synergy_ZIP=-3.13, Synergy_Bliss=-8.96, Synergy_Loewe=-7.00, Synergy_HSA=-8.56. (7) Drug 1: CC1=C(C=C(C=C1)NC2=NC=CC(=N2)N(C)C3=CC4=NN(C(=C4C=C3)C)C)S(=O)(=O)N.Cl. Drug 2: C1=CC(=CC=C1CCCC(=O)O)N(CCCl)CCCl. Cell line: MOLT-4. Synergy scores: CSS=54.6, Synergy_ZIP=2.07, Synergy_Bliss=1.72, Synergy_Loewe=-0.838, Synergy_HSA=2.60. (8) Drug 1: CC1=CC=C(C=C1)C2=CC(=NN2C3=CC=C(C=C3)S(=O)(=O)N)C(F)(F)F. Drug 2: CC1CCCC2(C(O2)CC(NC(=O)CC(C(C(=O)C(C1O)C)(C)C)O)C(=CC3=CSC(=N3)C)C)C. Cell line: HCC-2998. Synergy scores: CSS=55.3, Synergy_ZIP=11.8, Synergy_Bliss=12.5, Synergy_Loewe=-21.5, Synergy_HSA=7.27. (9) Drug 1: C1=NC(=NC(=O)N1C2C(C(C(O2)CO)O)O)N. Drug 2: CS(=O)(=O)CCNCC1=CC=C(O1)C2=CC3=C(C=C2)N=CN=C3NC4=CC(=C(C=C4)OCC5=CC(=CC=C5)F)Cl. Cell line: NCI-H522. Synergy scores: CSS=8.74, Synergy_ZIP=-6.52, Synergy_Bliss=-3.11, Synergy_Loewe=-6.68, Synergy_HSA=-1.68. (10) Drug 1: CC1CCC2CC(C(=CC=CC=CC(CC(C(=O)C(C(C(=CC(C(=O)CC(OC(=O)C3CCCCN3C(=O)C(=O)C1(O2)O)C(C)CC4CCC(C(C4)OC)O)C)C)O)OC)C)C)C)OC. Drug 2: CC1=C(C(=O)C2=C(C1=O)N3CC4C(C3(C2COC(=O)N)OC)N4)N. Cell line: NCI-H522. Synergy scores: CSS=36.3, Synergy_ZIP=-3.04, Synergy_Bliss=-6.07, Synergy_Loewe=-3.84, Synergy_HSA=-0.816.